This data is from Forward reaction prediction with 1.9M reactions from USPTO patents (1976-2016). The task is: Predict the product of the given reaction. Given the reactants [CH:1]([S:4]([N:7]1[C:11]2[CH:12]=[C:13]([C:16]3[N:17]=[C:18]([CH:28]([CH3:30])[CH3:29])[NH:19][C:20]=3[C:21]3[CH:26]=[CH:25][C:24]([F:27])=[CH:23][CH:22]=3)[CH:14]=[CH:15][C:10]=2[N:9]=[C:8]1[NH2:31])(=[O:6])=[O:5])([CH3:3])[CH3:2].C([O:34]CC)C, predict the reaction product. The product is: [CH3:1][S:4]([OH:6])(=[O:34])=[O:5].[CH:1]([S:4]([N:7]1[C:11]2[CH:12]=[C:13]([C:16]3[N:17]=[C:18]([CH:28]([CH3:30])[CH3:29])[NH:19][C:20]=3[C:21]3[CH:26]=[CH:25][C:24]([F:27])=[CH:23][CH:22]=3)[CH:14]=[CH:15][C:10]=2[N:9]=[C:8]1[NH2:31])(=[O:5])=[O:6])([CH3:3])[CH3:2].